From a dataset of Reaction yield outcomes from USPTO patents with 853,638 reactions. Predict the reaction yield, written as a fraction of the theoretical maximum amount of product (1.0 means a 100% yield; for example, 0.34 means a 34% yield). (1) The reactants are [Cl:1][C:2]1[CH2:6][CH:5]([C:7]([O:9][CH3:10])=[O:8])[N:4]([CH3:11])[N:3]=1.Cl[O-].[Na+]. No catalyst specified. The product is [Cl:1][C:2]1[CH:6]=[C:5]([C:7]([O:9][CH3:10])=[O:8])[N:4]([CH3:11])[N:3]=1. The yield is 0.290. (2) The reactants are CO[C:3](=[O:38])[C:4]1[CH:9]=[C:8]([C:10]2[CH:11]=[C:12]3[C:18]([C:19]4[CH:24]=[CH:23][CH:22]=[CH:21][C:20]=4[O:25][CH3:26])=[CH:17][N:16](S(C4C=CC(C)=CC=4)(=O)=O)[C:13]3=[N:14][CH:15]=2)[CH:7]=[CH:6][C:5]=1[OH:37].[CH3:39][N:40]([CH3:45])[CH2:41][CH2:42][NH:43][CH3:44].N=C=N.CN(C=O)C. The catalyst is N1C=CC=CC=1. The product is [CH3:39][N:40]([CH3:45])[CH2:41][CH2:42][N:43]([CH3:44])[C:3](=[O:38])[C:4]1[CH:9]=[C:8]([C:10]2[CH:11]=[C:12]3[C:18]([C:19]4[CH:24]=[CH:23][CH:22]=[CH:21][C:20]=4[O:25][CH3:26])=[CH:17][NH:16][C:13]3=[N:14][CH:15]=2)[CH:7]=[CH:6][C:5]=1[OH:37]. The yield is 0.120. (3) The yield is 0.450. The catalyst is CC#N. The product is [Cl:6][C:7]1[CH:8]=[C:9]([C:13]#[C:14][C:15]([N:17]([CH2:3][CH3:4])[CH2:18][CH2:19][C:20]2[CH:21]=[CH:22][CH:23]=[CH:24][CH:25]=2)=[O:16])[CH:10]=[CH:11][CH:12]=1. The reactants are [H-].[Na+].[CH2:3](Br)[CH3:4].[Cl:6][C:7]1[CH:8]=[C:9]([C:13]#[C:14][C:15]([N:17](C)[CH2:18][CH2:19][C:20]2[CH:25]=[CH:24][CH:23]=[CH:22][CH:21]=2)=[O:16])[CH:10]=[CH:11][CH:12]=1. (4) The reactants are [N+:1]([C:4]1[CH:9]=[CH:8][C:7]([CH2:10][CH2:11]OS(C2C=CC([N+]([O-])=O)=CC=2)(=O)=O)=[CH:6][CH:5]=1)([O-:3])=[O:2].[CH2:25]([NH:32][CH2:33][C@@H:34]([C:43]1[CH:52]=[CH:51][C:50]([O:53][CH2:54][C:55]2[CH:60]=[CH:59][CH:58]=[CH:57][CH:56]=2)=[C:49]2[C:44]=1[CH:45]=[CH:46][C:47](=[O:61])[NH:48]2)[O:35][Si:36]([C:39]([CH3:42])([CH3:41])[CH3:40])([CH3:38])[CH3:37])[C:26]1[CH:31]=[CH:30][CH:29]=[CH:28][CH:27]=1.C(N(CC)C(C)C)(C)C.CCOC(C)=O. The catalyst is C(#N)C. The product is [CH2:25]([N:32]([CH2:11][CH2:10][C:7]1[CH:6]=[CH:5][C:4]([N+:1]([O-:3])=[O:2])=[CH:9][CH:8]=1)[CH2:33][C@@H:34]([C:43]1[CH:52]=[CH:51][C:50]([O:53][CH2:54][C:55]2[CH:56]=[CH:57][CH:58]=[CH:59][CH:60]=2)=[C:49]2[C:44]=1[CH:45]=[CH:46][C:47](=[O:61])[NH:48]2)[O:35][Si:36]([C:39]([CH3:42])([CH3:41])[CH3:40])([CH3:38])[CH3:37])[C:26]1[CH:31]=[CH:30][CH:29]=[CH:28][CH:27]=1. The yield is 0.500. (5) The reactants are [CH:1]1([C@@:7]([OH:17])([C:11]2[CH:16]=[CH:15][CH:14]=[CH:13][CH:12]=2)[CH:8]=[N:9][OH:10])[CH2:6][CH2:5][CH2:4][CH2:3][CH2:2]1.N1C(C)=CC=CC=1C.FC(F)(F)S(O[Si:32]([CH3:35])([CH3:34])[CH3:33])(=O)=O. The catalyst is C(Cl)Cl.CO. The product is [CH:11]1([C@:7]([C:1]2[CH:6]=[CH:5][CH:4]=[CH:3][CH:2]=2)([O:17][Si:32]([CH3:35])([CH3:34])[CH3:33])[CH:8]=[N:9][OH:10])[CH2:12][CH2:13][CH2:14][CH2:15][CH2:16]1. The yield is 0.960. (6) The reactants are [CH2:1]([O:3][C:4](=[O:20])[NH:5][CH:6]1[CH2:11][CH2:10][CH:9]=[C:8]([C:12]#[C:13][C:14]2[CH:19]=[CH:18][CH:17]=[CH:16][CH:15]=2)[CH2:7]1)[CH3:2].[H-].[Na+].[CH3:23]I. The catalyst is CN(C=O)C.C1COCC1. The product is [CH2:1]([O:3][C:4](=[O:20])[N:5]([CH3:23])[CH:6]1[CH2:11][CH2:10][CH:9]=[C:8]([C:12]#[C:13][C:14]2[CH:19]=[CH:18][CH:17]=[CH:16][CH:15]=2)[CH2:7]1)[CH3:2]. The yield is 0.430. (7) The reactants are [F:1][CH:2]([F:32])[C:3]1[N:7]([C:8]2[N:13]=[C:12]([N:14]3[CH2:19][CH2:18][O:17][CH2:16][CH2:15]3)[N:11]=[C:10]([N:20]3[CH2:25][CH2:24][NH:23][CH2:22][CH2:21]3)[N:9]=2)[C:6]2[CH:26]=[CH:27][CH:28]=[C:29]([O:30][CH3:31])[C:5]=2[N:4]=1.CCN(CC)CC.[F:40][C:41]([F:54])([F:53])[S:42](O[S:42]([C:41]([F:54])([F:53])[F:40])(=[O:44])=[O:43])(=[O:44])=[O:43].O. The catalyst is C(Cl)Cl. The product is [F:32][CH:2]([F:1])[C:3]1[N:7]([C:8]2[N:13]=[C:12]([N:14]3[CH2:15][CH2:16][O:17][CH2:18][CH2:19]3)[N:11]=[C:10]([N:20]3[CH2:25][CH2:24][N:23]([S:42]([C:41]([F:54])([F:53])[F:40])(=[O:44])=[O:43])[CH2:22][CH2:21]3)[N:9]=2)[C:6]2[CH:26]=[CH:27][CH:28]=[C:29]([O:30][CH3:31])[C:5]=2[N:4]=1. The yield is 0.830. (8) The reactants are Cl[C:2]1[CH:7]=[CH:6][CH:5]=[CH:4][N:3]=1.Cl.[NH2:9][NH:10][C:11](N)=[O:12].S(=O)(=O)(O)O. The catalyst is C(OCCO)C.O. The product is [N:9]1[NH:10][C:11](=[O:12])[N:3]2[CH:4]=[CH:5][CH:6]=[CH:7][C:2]=12. The yield is 0.510. (9) The reactants are [C:1]([O:5][C:6]([N:8]1[CH2:13][CH2:12][CH2:11][CH2:10][C@@H:9]1[C:14]([OH:16])=O)=[O:7])([CH3:4])([CH3:3])[CH3:2].C(N(C(C)C)CC)(C)C.ClC(OCC(C)C)=O.C[Si]([CH:38]=[N+:39]=[N-:40])(C)C. The catalyst is O1CCCC1.C(#N)C. The product is [C:1]([O:5][C:6]([N:8]1[CH2:13][CH2:12][CH2:11][CH2:10][CH:9]1[C:14](=[O:16])[CH:38]=[N+:39]=[N-:40])=[O:7])([CH3:2])([CH3:3])[CH3:4]. The yield is 0.230. (10) The reactants are [O:1]=[C:2]1[C:7]2[C:8]([C:13]3[CH:18]=[CH:17][CH:16]=[CH:15][CH:14]=3)=[C:9](C=O)[NH:10][C:6]=2[CH2:5][CH2:4][NH:3]1.[Br:19][C:20]1[CH:21]=[C:22]2[C:26](=[CH:27][CH:28]=1)[NH:25][C:24](=[O:29])[CH2:23]2.N1CCCC[CH2:31]1.CN(C)C=O. The catalyst is C(O)C. The product is [Br:19][C:20]1[CH:21]=[C:22]2[C:26](=[CH:27][CH:28]=1)[NH:25][C:24](=[O:29])[C:23]2=[CH:31][N:10]1[C:6]2[CH2:5][CH2:4][NH:3][C:2](=[O:1])[C:7]=2[C:8]([C:13]2[CH:14]=[CH:15][CH:16]=[CH:17][CH:18]=2)=[CH:9]1. The yield is 0.880.